From a dataset of Peptide-MHC class I binding affinity with 185,985 pairs from IEDB/IMGT. Regression. Given a peptide amino acid sequence and an MHC pseudo amino acid sequence, predict their binding affinity value. This is MHC class I binding data. The peptide sequence is ELDNVTGLL. The MHC is HLA-A02:01 with pseudo-sequence HLA-A02:01. The binding affinity (normalized) is 0.152.